From a dataset of Forward reaction prediction with 1.9M reactions from USPTO patents (1976-2016). Predict the product of the given reaction. (1) Given the reactants C(OC(N1CCC[C@H]1C[NH:14][C:15]([C:17]1[C:26]2[CH2:25][C:24]([CH3:28])([CH3:27])[CH2:23][NH:22][C:21](=[O:29])[C:20]=2[S:19][C:18]=1[NH:30][C:31]1[CH:36]=[CH:35][C:34]([I:37])=[CH:33][C:32]=1[F:38])=[O:16])=O)(C)(C)C.C(Cl)CCl.C1C=CC2N(O)N=NC=2C=1.CN1CCOCC1.[OH:60][CH2:61][CH2:62][O:63]N, predict the reaction product. The product is: [OH:60][CH2:61][CH2:62][O:63][NH:14][C:15]([C:17]1[C:26]2[CH2:25][C:24]([CH3:27])([CH3:28])[CH2:23][NH:22][C:21](=[O:29])[C:20]=2[S:19][C:18]=1[NH:30][C:31]1[CH:36]=[CH:35][C:34]([I:37])=[CH:33][C:32]=1[F:38])=[O:16]. (2) Given the reactants [F:1][C:2]([F:26])([F:25])[C:3]1[N:8]2[N:9]=[CH:10][C:11]([C:12](O)=[O:13])=[C:7]2[N:6]=[C:5]([C:15]2[CH:20]=[CH:19][C:18]([C:21]([F:24])([F:23])[F:22])=[CH:17][CH:16]=2)[CH:4]=1.[Cl:27][C:28]1[S:32][C:31]([S:33]([N:36]2[CH2:40][CH2:39][CH:38]([OH:41])[CH2:37]2)(=[O:35])=[O:34])=[CH:30][C:29]=1[N+:42]([O-])=O, predict the reaction product. The product is: [Cl:27][C:28]1[S:32][C:31]([S:33]([N:36]2[CH2:40][CH2:39][CH:38]([OH:41])[CH2:37]2)(=[O:35])=[O:34])=[CH:30][C:29]=1[NH:42][C:12]([C:11]1[CH:10]=[N:9][N:8]2[C:3]([C:2]([F:26])([F:25])[F:1])=[CH:4][C:5]([C:15]3[CH:20]=[CH:19][C:18]([C:21]([F:24])([F:22])[F:23])=[CH:17][CH:16]=3)=[N:6][C:7]=12)=[O:13]. (3) Given the reactants [NH2:1][CH2:2][C@@H:3]1[C@H:8]([CH3:9])[CH2:7][CH2:6][CH2:5][N:4]1[C:10]([C:12]1[CH:17]=[C:16]([CH3:18])[CH:15]=[CH:14][C:13]=1[N:19]1[N:23]=[CH:22][CH:21]=[N:20]1)=[O:11].Cl[C:25]1[N:30]=[CH:29][C:28]([C:31]#[N:32])=[CH:27][N:26]=1, predict the reaction product. The product is: [CH3:9][C@@H:8]1[CH2:7][CH2:6][CH2:5][N:4]([C:10](=[O:11])[C:12]2[CH:17]=[C:16]([CH3:18])[CH:15]=[CH:14][C:13]=2[N:19]2[N:23]=[CH:22][CH:21]=[N:20]2)[C@@H:3]1[CH2:2][NH:1][C:25]1[N:30]=[CH:29][C:28]([C:31]#[N:32])=[CH:27][N:26]=1. (4) Given the reactants C(OC([N:8]1[CH2:13][CH2:12][O:11][CH2:10][C@H:9]1[C:14]([OH:16])=O)=O)(C)(C)C.C([N:20](C(C)C)CC)(C)C.CN(C(ON1N=NC2C=CC=NC1=2)=[N+](C)C)C.F[P-](F)(F)(F)(F)F.N, predict the reaction product. The product is: [NH:8]1[CH2:13][CH2:12][O:11][CH2:10][C@H:9]1[C:14]([NH2:20])=[O:16]. (5) Given the reactants [S-:1][C:2]#[N:3].[K+].[NH2:5][C:6]1[CH:32]=[CH:31][C:9]([O:10][C:11]2[CH:12]=[C:13]([NH:17][C:18](=[O:30])[C:19]3[CH:24]=[CH:23][CH:22]=[C:21]([C:25]([C:28]#[N:29])([CH3:27])[CH3:26])[CH:20]=3)[CH:14]=[CH:15][CH:16]=2)=[C:8]([N+:33]([O-:35])=[O:34])[CH:7]=1.BrBr, predict the reaction product. The product is: [NH2:3][C:2]1[S:1][C:7]2[C:8]([N+:33]([O-:35])=[O:34])=[C:9]([O:10][C:11]3[CH:12]=[C:13]([NH:17][C:18](=[O:30])[C:19]4[CH:24]=[CH:23][CH:22]=[C:21]([C:25]([C:28]#[N:29])([CH3:27])[CH3:26])[CH:20]=4)[CH:14]=[CH:15][CH:16]=3)[CH:31]=[CH:32][C:6]=2[N:5]=1.